Task: Predict which catalyst facilitates the given reaction.. Dataset: Catalyst prediction with 721,799 reactions and 888 catalyst types from USPTO (1) Reactant: [CH:1]1[CH:2]=[CH:3][C:4]2[N:16]([C:17]([NH2:19])=[O:18])[C:15]3[CH:14]=[CH:13][CH:12]=[CH:11][C:10]=3[C:8](=[O:9])[CH2:7][C:5]=2[CH:6]=1.[C:20](OCC)(=[O:22])[CH3:21].O.C(O)=O. Product: [CH3:21][C:20]([O:9][C@@H:8]1[C:10]2[CH:11]=[CH:12][CH:13]=[CH:14][C:15]=2[N:16]([C:17]([NH2:19])=[O:18])[C:4]2[CH:3]=[CH:2][CH:1]=[CH:6][C:5]=2[CH2:7]1)=[O:22]. The catalyst class is: 9. (2) Reactant: [Cl:1][C:2]1[CH:3]=[C:4]([C:8]2[N:16]=[C:15]([C:17]#[N:18])[N:14]=[C:13]3[C:9]=2[N:10]([CH2:19][C@H:20]2[CH2:25][CH2:24][C@H:23]([CH3:26])[CH2:22][CH2:21]2)[CH:11]=[N:12]3)[CH:5]=[N:6][CH:7]=1.CC1(C)CCCC(C)(C)N1[Mg]Cl.[Cl-].[Li+].[O:41]1[CH2:46][CH2:45][CH:44]([CH:47]=[O:48])[CH2:43][CH2:42]1. Product: [Cl:1][C:2]1[CH:3]=[C:4]([C:8]2[N:16]=[C:15]([C:17]#[N:18])[N:14]=[C:13]3[C:9]=2[N:10]([CH2:19][C@H:20]2[CH2:25][CH2:24][C@H:23]([CH3:26])[CH2:22][CH2:21]2)[C:11]([CH:47]([OH:48])[CH:44]2[CH2:45][CH2:46][O:41][CH2:42][CH2:43]2)=[N:12]3)[CH:5]=[N:6][CH:7]=1. The catalyst class is: 1.